This data is from CYP1A2 inhibition data for predicting drug metabolism from PubChem BioAssay. The task is: Regression/Classification. Given a drug SMILES string, predict its absorption, distribution, metabolism, or excretion properties. Task type varies by dataset: regression for continuous measurements (e.g., permeability, clearance, half-life) or binary classification for categorical outcomes (e.g., BBB penetration, CYP inhibition). Dataset: cyp1a2_veith. (1) The compound is Cn1c(=O)c(-c2ccccc2)nc2cnc(Nc3ccccc3)nc21. The result is 1 (inhibitor). (2) The drug is O=C1CCCC=C1[C@@H](O)CCOCc1ccccc1. The result is 0 (non-inhibitor). (3) The drug is CC1=C(C(=O)O)N2C(=O)[C@@H](NC(=O)[C@@H](N)c3ccc(O)cc3)[C@@H]2SC1. The result is 0 (non-inhibitor). (4) The drug is Cc1cc(N2CCOCC2)nc(SCc2ccc(Cl)cc2Cl)n1. The result is 1 (inhibitor). (5) The drug is Cc1cc(Cl)nc2ccc(Cc3ccc4nc(Cl)cc(C)c4c3)cc12. The result is 0 (non-inhibitor). (6) The drug is Cc1cc(=O)[nH]c2c1c(C)nn2C1CCOC(C)(C)C1. The result is 0 (non-inhibitor). (7) The molecule is CS(=O)(=O)Nc1cccc(-c2cncnc2Nc2ccc(F)cc2)c1. The result is 1 (inhibitor). (8) The drug is CN(C)C/C=C(\c1ccc(Br)cc1)c1cccnc1.Cl.Cl.O. The result is 0 (non-inhibitor).